Task: Predict the product of the given reaction.. Dataset: Forward reaction prediction with 1.9M reactions from USPTO patents (1976-2016) Given the reactants [F:1][C:2]1[CH:21]=[CH:20][C:5]([O:6][C:7]2[CH:15]=[C:14]([C:16]([CH3:19])([CH3:18])[CH3:17])[CH:13]=[CH:12][C:8]=2[C:9]([OH:11])=O)=[CH:4][CH:3]=1.S(Cl)(Cl)=O.[NH2:26][C:27]1[CH:28]=[C:29]([S:33]([NH2:36])(=[O:35])=[O:34])[CH:30]=[CH:31][CH:32]=1, predict the reaction product. The product is: [F:1][C:2]1[CH:3]=[CH:4][C:5]([O:6][C:7]2[CH:15]=[C:14]([C:16]([CH3:17])([CH3:18])[CH3:19])[CH:13]=[CH:12][C:8]=2[C:9]([NH:26][C:27]2[CH:32]=[CH:31][CH:30]=[C:29]([S:33]([NH2:36])(=[O:34])=[O:35])[CH:28]=2)=[O:11])=[CH:20][CH:21]=1.